This data is from NCI-60 drug combinations with 297,098 pairs across 59 cell lines. The task is: Regression. Given two drug SMILES strings and cell line genomic features, predict the synergy score measuring deviation from expected non-interaction effect. (1) Drug 1: CC1=C2C(C(=O)C3(C(CC4C(C3C(C(C2(C)C)(CC1OC(=O)C(C(C5=CC=CC=C5)NC(=O)OC(C)(C)C)O)O)OC(=O)C6=CC=CC=C6)(CO4)OC(=O)C)OC)C)OC. Drug 2: CC12CCC3C(C1CCC2=O)CC(=C)C4=CC(=O)C=CC34C. Cell line: T-47D. Synergy scores: CSS=37.6, Synergy_ZIP=-2.43, Synergy_Bliss=-1.31, Synergy_Loewe=2.31, Synergy_HSA=4.04. (2) Drug 1: CC1C(C(=O)NC(C(=O)N2CCCC2C(=O)N(CC(=O)N(C(C(=O)O1)C(C)C)C)C)C(C)C)NC(=O)C3=C4C(=C(C=C3)C)OC5=C(C(=O)C(=C(C5=N4)C(=O)NC6C(OC(=O)C(N(C(=O)CN(C(=O)C7CCCN7C(=O)C(NC6=O)C(C)C)C)C)C(C)C)C)N)C. Drug 2: C1CC(=O)NC(=O)C1N2C(=O)C3=CC=CC=C3C2=O. Cell line: HOP-62. Synergy scores: CSS=37.9, Synergy_ZIP=5.56, Synergy_Bliss=5.96, Synergy_Loewe=-71.5, Synergy_HSA=3.76. (3) Drug 1: C1=CC(=CC=C1CCC2=CNC3=C2C(=O)NC(=N3)N)C(=O)NC(CCC(=O)O)C(=O)O. Drug 2: CN(C)N=NC1=C(NC=N1)C(=O)N. Cell line: A498. Synergy scores: CSS=15.7, Synergy_ZIP=-0.608, Synergy_Bliss=-1.36, Synergy_Loewe=-12.3, Synergy_HSA=-1.07.